From a dataset of Experimentally validated miRNA-target interactions with 360,000+ pairs, plus equal number of negative samples. Binary Classification. Given a miRNA mature sequence and a target amino acid sequence, predict their likelihood of interaction. (1) The miRNA is hsa-miR-4745-5p with sequence UGAGUGGGGCUCCCGGGACGGCG. The protein sequence of the target gene is MAVSTQQLAEELQIFGLDYEDSLLEKLAELCVLYRQTEDGMVSELIAFCTSAGKTCLTVDILNSFEYEVLNKKLSKAWHSASKDSGHAGTRDIVSIQELIEAEEEEETLLSSYTTPSKGPLKRVSSTPETPLTKRSVAARSPRQLLSPSSFSPSATPSQKYTSRTNRGEVVTTFGSAQGLSWSGRGGSGSVSLKVVGDPEPLTGSYKAMFQQLMGVREVLTSKIEELGSELKEHHKIEAFTPLLVPAQEPVILLGQIGCDSNGKLNSKSVILEGDQEHSYGAQIPVDLSELKEYSLFPGQ.... Result: 0 (no interaction). (2) The miRNA is hsa-miR-890 with sequence UACUUGGAAAGGCAUCAGUUG. The protein sequence of the target gene is MAAALQRIEQLSSRVVRVLGCNPGPMTLQGTNTYLVGTGSRRILIDTGEPSVPEYISCLKQALVEFDTAIQEILVTHWHSDHSGGIVDICKNINNDTTYCIKKLRRNPQREEIIGNGEQQFIYIENGDVVKTEGATLRVLYTPGHTDDHMALLLEEENAIFSGDCILGEGTTIFEDLYDYMNSLNNLLKIKANIIYPGHGPVIHNAEAKILEYISHRNNREEQIISLFRDNFEKSFTVTELRTMIYKDVPENLHKMAEHNLLLHLRKLEKDGKIFYTTTPVKKWKAVL. Result: 0 (no interaction). (3) The miRNA is hsa-miR-4670-3p with sequence UGAAGUUACAUCAUGGUCGCUU. The protein sequence of the target gene is MSSSVKTPALEELVPGSEEKPKGRSPLSWGSLFGHRSEKIVFAKSDGGTDENVLTVTITETTVIESDLGVWSSRALLYLTLWFFFSFCTLFLNKYILSLLGGEPSMLGAVQMLSTTVIGCVKTLVPCCLYQHKARLSYPPNFLMTMLFVGLMRFATVVLGLVSLKNVAVSFAETVKSSAPIFTVIMSRMILGEYTGLLVNLSLIPVMGGLALCTATEISFNVLGFSAALSTNIMDCLQNVFSKKLLSGDKYRFSAPELQFYTSAAAVAMLVPARVFFTDVPVIGRSGKSFSYNQDVVLLL.... Result: 1 (interaction). (4) The miRNA is hsa-miR-875-5p with sequence UAUACCUCAGUUUUAUCAGGUG. The protein sequence of the target gene is MPSEKTFKQRRTFEQRVEDVRLIREQHPTKIPVIIERYKGEKQLPVLDKTKFLVPDHVNMSELIKIIRRRLQLNANQAFFLLVNGHSMVSVSTPISEVYESEKDEDGFLYMVCASQETFGMKLSV. Result: 0 (no interaction). (5) The protein sequence of the target gene is MEKSWMLWSFIERWLLALASWSWALCRISLLPLIVTFHLYGGIVLLLLIFVSIAGILYKFQDVLLYFPEQPSSSRLYVPMPTGIPHENIFIRTKDGVRLNLILVRYTGDNSPYCPTIIYFHGNAGNIGHRLPNALLMLVNLRVNLVLVDYRGYGKSEGEASEEGLYLDSEAVLDYVMTRPDLDKTKVFLFGRSLGGAVAIHLASENSHRISAIMVENTFLSIPHMASTLFSFFPMRYLPLWCYKNKFLSYRKISQCRMPSLFISGLSDQLIPPVMMKQLYELSPSRTKRLAIFPDGTHND.... Result: 0 (no interaction). The miRNA is rno-miR-182 with sequence UUUGGCAAUGGUAGAACUCACACCG. (6) The miRNA is mmu-miR-3966 with sequence AGCUGCCAGCUGUAGAACUGU. The protein sequence of the target gene is MVDRLANSEANTRRISIVESCFGAAGQPLTIPGRVLIGEGVLTKLCRKKPKARQFFLFNDILVYGNIVIQKKKYNKQHIIPLENVTIDSIKDEGELRNGWLIKTPTKSFAVYAATATEKSEWMNHINKCVTDLLSKSGKTPSNEHAAVWVPDSEATVCMRCQKAKFTPVNRRHHCRKCGFVVCGPCSEKRFLLPSQSSKPVRICDFCYDLLSTGDMAACQPTRSDSYSQSLKSPLNDASDDDDDDDSSD. Result: 1 (interaction). (7) The protein sequence of the target gene is MSAAKENPCRKFQANIFNKSKCQNCFKPRESHLLNDEDLTQAKPIYGGWLLLAPDGTDFDNPVHRSRKWQRRFFILYEHGLLRYALDEMPTTLPQGTINMNQCTDVVDGEARTGQKFSLCILTPDKEHFIRAETKEIISGWLEMLMVYPRTNKQNQKKKRKVEPPTPQEPGPAKMAVTSSSGGSSGSSSSIPSAEKVPTTKSTLWQEEMRAKDQPDGTSLSPAQSPSQSQPPAACTPREPGLESKEDESTISGDRVDGGRKVRVESGYFSLEKAKQDLRAEEQLPPLLSPPSPSTPHSRR.... The miRNA is mmu-miR-3085-3p with sequence UCUGGCUGCUAUGGCCCCCUC. Result: 1 (interaction).